Dataset: Forward reaction prediction with 1.9M reactions from USPTO patents (1976-2016). Task: Predict the product of the given reaction. (1) Given the reactants [CH3:1][C:2]1[C:6]([CH2:7][OH:8])=[CH:5][N:4]([C:9]2[CH:14]=[CH:13][C:12]([C:15]([F:18])([F:17])[F:16])=[CH:11][N:10]=2)[N:3]=1, predict the reaction product. The product is: [CH3:1][C:2]1[C:6]([CH:7]=[O:8])=[CH:5][N:4]([C:9]2[CH:14]=[CH:13][C:12]([C:15]([F:18])([F:16])[F:17])=[CH:11][N:10]=2)[N:3]=1. (2) Given the reactants Br[C:2]1[CH:3]=[C:4]([O:16][CH2:17][CH3:18])[C:5]([NH:8][C:9]2[CH:14]=[CH:13][CH:12]=[C:11]([CH3:15])[N:10]=2)=[N:6][CH:7]=1.C([Sn](CCCC)(CCCC)[C:24]1[CH:29]=[CH:28][CH:27]=[CH:26][N:25]=1)CCC, predict the reaction product. The product is: [CH2:17]([O:16][C:4]1[CH:3]=[C:2]([C:24]2[CH:29]=[CH:28][CH:27]=[CH:26][N:25]=2)[CH:7]=[N:6][C:5]=1[NH:8][C:9]1[CH:14]=[CH:13][CH:12]=[C:11]([CH3:15])[N:10]=1)[CH3:18].